Predict the reaction yield, written as a fraction of the theoretical maximum amount of product (1.0 means a 100% yield; for example, 0.34 means a 34% yield). From a dataset of Reaction yield outcomes from USPTO patents with 853,638 reactions. (1) The reactants are [O:1]1[CH2:5][CH2:4][O:3][CH:2]1[C:6]1[C:15](Br)=[CH:14][C:13]2[C:12]([CH3:18])([CH3:17])[CH2:11][CH2:10][C:9]([CH3:20])([CH3:19])[C:8]=2[CH:7]=1.[Cl-].[F:22][C:23]1[CH:30]=[C:29]([F:31])[CH:28]=[CH:27][C:24]=1[CH2:25][Zn+]. The catalyst is O1CCCC1. The product is [O:1]1[CH2:5][CH2:4][O:3][CH:2]1[C:6]1[C:15]([CH2:25][C:24]2[CH:27]=[CH:28][C:29]([F:31])=[CH:30][C:23]=2[F:22])=[CH:14][C:13]2[C:12]([CH3:18])([CH3:17])[CH2:11][CH2:10][C:9]([CH3:20])([CH3:19])[C:8]=2[CH:7]=1. The yield is 0.960. (2) The reactants are [F:1][C:2]1[CH:7]=[CH:6][C:5]([F:8])=[CH:4][C:3]=1[CH2:9][C:10]([N:12]1[CH2:17][CH2:16][NH:15][C:14]2[N:18]=[CH:19][C:20](I)=[CH:21][C:13]1=2)=[O:11].[N:23]1([CH:28]2[CH2:33][CH2:32][N:31]([C:34]([C:36]3[CH:41]=[CH:40][C:39](B4OC(C)(C)C(C)(C)O4)=[CH:38][CH:37]=3)=[O:35])[CH2:30][CH2:29]2)[CH2:27][CH2:26][CH2:25][CH2:24]1. No catalyst specified. The product is [F:1][C:2]1[CH:7]=[CH:6][C:5]([F:8])=[CH:4][C:3]=1[CH2:9][C:10]([N:12]1[CH2:17][CH2:16][NH:15][C:14]2[N:18]=[CH:19][C:20]([C:39]3[CH:40]=[CH:41][C:36]([C:34]([N:31]4[CH2:30][CH2:29][CH:28]([N:23]5[CH2:24][CH2:25][CH2:26][CH2:27]5)[CH2:33][CH2:32]4)=[O:35])=[CH:37][CH:38]=3)=[CH:21][C:13]1=2)=[O:11]. The yield is 0.200. (3) The reactants are ClCCl.[CH2:4]([CH:7]1[O:12][CH:11](O)[CH:10]([C:14]2[CH:19]=[CH:18][C:17]([C:20]3[CH:25]=[CH:24][C:23]([CH:26]4[CH2:31][CH2:30][CH:29]([CH2:32][CH2:33][CH2:34][CH2:35][CH3:36])[O:28][CH2:27]4)=[C:22]([F:37])[C:21]=3[F:38])=[C:16]([F:39])[C:15]=2[F:40])[CH2:9][CH2:8]1)[CH2:5][CH3:6]. The catalyst is O. The product is [CH2:32]([CH:29]1[CH2:30][CH2:31][CH:26]([C:23]2[CH:24]=[CH:25][C:20]([C:17]3[CH:18]=[CH:19][C:14]([CH:10]4[CH2:9][CH2:8][CH:7]([CH2:4][CH2:5][CH3:6])[O:12][CH2:11]4)=[C:15]([F:40])[C:16]=3[F:39])=[C:21]([F:38])[C:22]=2[F:37])[CH2:27][O:28]1)[CH2:33][CH2:34][CH2:35][CH3:36]. The yield is 0.258. (4) The reactants are [OH-].[K+].[F:3][C:4]([F:19])([F:18])[C:5]([F:17])([C:13]([F:16])([F:15])[F:14])[CH2:6][CH:7](I)[C:8]([F:11])([F:10])[F:9]. The catalyst is [Cl-].C[N+](CCCC)(CCCC)CCCC.O. The product is [F:9][C:8]([F:10])([F:11])/[CH:7]=[CH:6]/[C:5]([F:17])([C:4]([F:3])([F:18])[F:19])[C:13]([F:16])([F:15])[F:14]. The yield is 0.575.